This data is from Catalyst prediction with 721,799 reactions and 888 catalyst types from USPTO. The task is: Predict which catalyst facilitates the given reaction. (1) Reactant: [NH2:1][C:2]1[N:7]=[CH:6][N:5]=[C:4]2[N:8]([CH2:12][C:13]3([OH:26])[CH2:18][CH2:17][N:16]([C:19]([O:21][C:22]([CH3:25])([CH3:24])[CH3:23])=[O:20])[CH2:15][CH2:14]3)[N:9]=[C:10](I)[C:3]=12.[CH3:27][O:28][C:29]1[CH:34]=[C:33](B2OC(C)(C)C(C)(C)O2)[CH:32]=[CH:31][C:30]=1[NH:44][C:45](=[O:54])[O:46][CH2:47][C:48]1[CH:53]=[CH:52][CH:51]=[CH:50][CH:49]=1.C(=O)([O-])[O-].[Na+].[Na+]. The catalyst class is: 108. Product: [NH2:1][C:2]1[N:7]=[CH:6][N:5]=[C:4]2[N:8]([CH2:12][C:13]3([OH:26])[CH2:18][CH2:17][N:16]([C:19]([O:21][C:22]([CH3:25])([CH3:24])[CH3:23])=[O:20])[CH2:15][CH2:14]3)[N:9]=[C:10]([C:33]3[CH:32]=[CH:31][C:30]([NH:44][C:45]([O:46][CH2:47][C:48]4[CH:53]=[CH:52][CH:51]=[CH:50][CH:49]=4)=[O:54])=[C:29]([O:28][CH3:27])[CH:34]=3)[C:3]=12. (2) Reactant: C(Cl)(=O)C([Cl:4])=O.[Cl:7][CH2:8][CH2:9][CH:10]([C:14]1[CH:19]=[CH:18][CH:17]=[CH:16][CH:15]=1)[C:11](O)=[O:12]. Product: [Cl:7][CH2:8][CH2:9][CH:10]([C:14]1[CH:19]=[CH:18][CH:17]=[CH:16][CH:15]=1)[C:11]([Cl:4])=[O:12]. The catalyst class is: 85. (3) Reactant: [N:1]([C@:4]12[CH2:39][CH2:38][C@@H:37]([C:40]([CH3:42])=[CH2:41])[C@@H:5]1[C@@H:6]1[C@@:19]([CH3:22])([CH2:20][CH2:21]2)[C@@:18]2([CH3:23])[C@@H:9]([C@:10]3([CH3:36])[C@@H:15]([CH2:16][CH2:17]2)[C:14]([CH3:25])([CH3:24])[C:13]([C:26]2[CH:35]=[CH:34][C:29]([C:30]([O:32][CH3:33])=[O:31])=[CH:28][CH:27]=2)=[CH:12][CH2:11]3)[CH2:8][CH2:7]1)=[C:2]=[O:3].C(N(CC)C(C)C)(C)C.[CH3:52][N:53]([CH3:57])[CH2:54][CH2:55][NH2:56].Cl. Product: [CH3:52][N:53]([CH3:57])[CH2:54][CH2:55][NH:56][C:2](=[O:3])[NH:1][C@:4]12[CH2:39][CH2:38][C@@H:37]([C:40]([CH3:42])=[CH2:41])[C@@H:5]1[C@@H:6]1[C@@:19]([CH3:22])([CH2:20][CH2:21]2)[C@@:18]2([CH3:23])[C@@H:9]([C@:10]3([CH3:36])[C@@H:15]([CH2:16][CH2:17]2)[C:14]([CH3:25])([CH3:24])[C:13]([C:26]2[CH:35]=[CH:34][C:29]([C:30]([O:32][CH3:33])=[O:31])=[CH:28][CH:27]=2)=[CH:12][CH2:11]3)[CH2:8][CH2:7]1. The catalyst class is: 49. (4) Reactant: Br[CH2:2][CH2:3][CH2:4][NH:5][C:6](=[O:12])[O:7][C:8]([CH3:11])([CH3:10])[CH3:9].[C-:13]#[N:14].[K+].CS(C)=O. Product: [C:13]([CH2:2][CH2:3][CH2:4][NH:5][C:6](=[O:12])[O:7][C:8]([CH3:11])([CH3:10])[CH3:9])#[N:14]. The catalyst class is: 6. (5) Reactant: [CH2:1]([O:3][C:4]([C:6]1[CH:7]=[N:8][C:9]2[C:14]([C:15]=1OS(C(F)(F)F)(=O)=O)=[CH:13][CH:12]=[C:11]([C:24]([F:27])([F:26])[F:25])[CH:10]=2)=[O:5])[CH3:2].[F:28][C:29]1[CH:34]=[CH:33][C:32]([C:35]([F:38])([F:37])[F:36])=[CH:31][C:30]=1B(O)O.P([O-])([O-])([O-])=O.[K+].[K+].[K+]. Product: [CH2:1]([O:3][C:4]([C:6]1[CH:7]=[N:8][C:9]2[C:14]([C:15]=1[C:30]1[CH:31]=[C:32]([C:35]([F:37])([F:38])[F:36])[CH:33]=[CH:34][C:29]=1[F:28])=[CH:13][CH:12]=[C:11]([C:24]([F:25])([F:26])[F:27])[CH:10]=2)=[O:5])[CH3:2]. The catalyst class is: 660. (6) Reactant: C([N:8]([CH2:19][C:20]1C=CC=CC=1)[CH2:9][CH2:10][N:11]1[C:15](C(=O)C)=[CH:14][N:13]=[N:12]1)C1C=CC=CC=1. Product: [CH3:20][CH:19]1[NH:8][CH2:9][CH2:10][N:11]2[N:12]=[N:13][CH:14]=[C:15]12. The catalyst class is: 29.